The task is: Predict which catalyst facilitates the given reaction.. This data is from Catalyst prediction with 721,799 reactions and 888 catalyst types from USPTO. (1) Product: [CH3:8][O:9][C:10]([C:12]1([CH3:1])[CH2:17][CH2:16][CH:15]([C:18]([OH:20])=[O:19])[CH2:14][CH2:13]1)=[O:11]. The catalyst class is: 1. Reactant: [CH:1](NC(C)C)(C)C.[CH3:8][O:9][C:10]([CH:12]1[CH2:17][CH2:16][CH:15]([C:18]([OH:20])=[O:19])[CH2:14][CH2:13]1)=[O:11].IC. (2) Reactant: Br[C:2]1[N:6]2[C:7](=[O:22])[CH:8]=[C:9]([CH2:11][N:12]([CH2:20][CH3:21])[C:13]3[CH:18]=[CH:17][C:16]([F:19])=[CH:15][CH:14]=3)[N:10]=[C:5]2[S:4][C:3]=1[CH3:23].P([O-])([O-])([O-])=O.[K+].[K+].[K+].[NH:32]1[CH2:39][CH2:38]C[C@H:33]1[C:34](O)=[O:35].N1CCOCC1. Product: [CH2:20]([N:12]([CH2:11][C:9]1[N:10]=[C:5]2[S:4][C:3]([CH3:23])=[C:2]([N:32]3[CH2:33][CH2:34][O:35][CH2:38][CH2:39]3)[N:6]2[C:7](=[O:22])[CH:8]=1)[C:13]1[CH:18]=[CH:17][C:16]([F:19])=[CH:15][CH:14]=1)[CH3:21]. The catalyst class is: 16. (3) Reactant: [F:1][C:2]1[CH:7]=[CH:6][C:5]([S:8]([NH:11][CH2:12][CH2:13][CH2:14][NH:15]C(=O)OC(C)(C)C)(=[O:10])=[O:9])=[C:4]([C:23]([F:26])([F:25])[F:24])[CH:3]=1.Cl. Product: [NH2:15][CH2:14][CH2:13][CH2:12][NH:11][S:8]([C:5]1[CH:6]=[CH:7][C:2]([F:1])=[CH:3][C:4]=1[C:23]([F:26])([F:25])[F:24])(=[O:10])=[O:9]. The catalyst class is: 71. (4) Reactant: [CH2:1]([O:4][NH:5][C@H:6]1[CH2:11][NH:10][C@H:9]([C:12]([NH2:14])=[O:13])[C:8]([CH3:15])=[CH:7]1)[CH:2]=[CH2:3].C(N(C(C)C)C(C)C)C.[C:25](=O)(OC(Cl)(Cl)Cl)[O:26]C(Cl)(Cl)Cl. Product: [CH2:1]([O:4][N:5]1[C:25](=[O:26])[N:10]2[CH2:11][C@H:6]1[CH:7]=[C:8]([CH3:15])[C@H:9]2[C:12]([NH2:14])=[O:13])[CH:2]=[CH2:3]. The catalyst class is: 10.